From a dataset of Catalyst prediction with 721,799 reactions and 888 catalyst types from USPTO. Predict which catalyst facilitates the given reaction. Product: [F:14][C:15]1[CH:16]=[C:17]([CH:20]=[CH:21][C:22]=1[F:23])[CH2:18][N:3]1[CH:4]=[CH:5][N:6]=[C:7]([C:8]([O:10][CH3:11])=[O:9])[C:2]1=[O:1]. The catalyst class is: 399. Reactant: [OH:1][C:2]1[C:7]([C:8]([O:10][CH3:11])=[O:9])=[N:6][CH:5]=[CH:4][N:3]=1.[H-].[Na+].[F:14][C:15]1[CH:16]=[C:17]([CH:20]=[CH:21][C:22]=1[F:23])[CH2:18]Br.C([O-])(O)=O.[Na+].